Dataset: Forward reaction prediction with 1.9M reactions from USPTO patents (1976-2016). Task: Predict the product of the given reaction. (1) Given the reactants [CH3:1][C:2]1[N:3]=[N:4][C:5](C)=[CH:6][CH:7]=1.[Cl:9]N1C(=O)N(Cl)C(=O)N(Cl)C1=O.CCCCC.[CH:26]([Cl:29])(Cl)Cl, predict the reaction product. The product is: [Cl:9][CH2:1][C:2]1[N:3]=[N:4][C:5]([CH2:26][Cl:29])=[CH:6][CH:7]=1. (2) Given the reactants CO[C:3](=[O:29])[C:4]1[CH:9]=[CH:8][C:7]([CH3:10])=[C:6]([N:11]2[C:16](=[O:17])[C:15]([Br:18])=[C:14]([O:19][CH2:20][C:21]3[CH:26]=[CH:25][CH:24]=[C:23]([CH3:27])[N:22]=3)[N:13]=[C:12]2[CH3:28])[CH:5]=1.[OH-].[Na+].[C:32](N1C=CN=C1)(N1C=CN=C1)=O.Cl.[CH3:45][N:46](C)[OH:47].C(N(CC)CC)C, predict the reaction product. The product is: [Br:18][C:15]1[C:16](=[O:17])[N:11]([C:6]2[CH:5]=[C:4]([CH:9]=[CH:8][C:7]=2[CH3:10])[C:3]([N:46]([O:47][CH3:32])[CH3:45])=[O:29])[C:12]([CH3:28])=[N:13][C:14]=1[O:19][CH2:20][C:21]1[CH:26]=[CH:25][CH:24]=[C:23]([CH3:27])[N:22]=1. (3) Given the reactants Cl[C:2]1[N:3]=[C:4]([OH:12])[C:5]2[CH:11]=[CH:10][N:9]=[CH:8][C:6]=2[N:7]=1.[CH2:13]([C:15]1[CH:16]=[C:17]([OH:21])[CH:18]=[CH:19][CH:20]=1)[CH3:14].C(=O)([O-])[O-].[K+].[K+].Cl, predict the reaction product. The product is: [CH2:13]([C:15]1[CH:16]=[C:17]([CH:18]=[CH:19][CH:20]=1)[O:21][C:2]1[N:3]=[C:4]([OH:12])[C:5]2[CH:11]=[CH:10][N:9]=[CH:8][C:6]=2[N:7]=1)[CH3:14]. (4) Given the reactants [CH3:1][NH:2][CH2:3][CH2:4][OH:5].C(N(CC)CC)C.[CH:13]([C:15]1[CH:20]=[CH:19][C:18]([S:21](Cl)(=[O:23])=[O:22])=[CH:17][CH:16]=1)=[O:14], predict the reaction product. The product is: [CH:13]([C:15]1[CH:16]=[CH:17][C:18]([S:21]([N:2]([CH2:3][CH2:4][OH:5])[CH3:1])(=[O:23])=[O:22])=[CH:19][CH:20]=1)=[O:14]. (5) Given the reactants [H-].[Na+].[N:3]1[N:7]2[CH:8]=[CH:9][CH:10]=[CH:11][C:6]2=[C:5]([NH:12][C:13]([CH:15]2[CH2:17][CH2:16]2)=[O:14])[CH:4]=1.I[CH2:19][CH3:20].CCOC(C)=O, predict the reaction product. The product is: [CH2:19]([N:12]([C:5]1[CH:4]=[N:3][N:7]2[CH:8]=[CH:9][CH:10]=[CH:11][C:6]=12)[C:13]([CH:15]1[CH2:16][CH2:17]1)=[O:14])[CH3:20]. (6) Given the reactants [S:1]1[CH:5]=[CH:4][CH:3]=[C:2]1[S:6]([NH:9][C:10]1[CH:11]=[CH:12][CH:13]=[C:14]2[C:18]=1[NH:17][C:16]([C:19]1[S:20][CH:21]([CH2:24][C:25]([OH:27])=O)[CH2:22][N:23]=1)=[CH:15]2)(=[O:8])=[O:7].C[N:29](C)C=O.Cl.CN(C)CCCN=C=NCC, predict the reaction product. The product is: [S:1]1[CH:5]=[CH:4][CH:3]=[C:2]1[S:6]([NH:9][C:10]1[CH:11]=[CH:12][CH:13]=[C:14]2[C:18]=1[NH:17][C:16]([C:19]1[S:20][CH:21]([CH2:24][C:25]([NH2:29])=[O:27])[CH2:22][N:23]=1)=[CH:15]2)(=[O:7])=[O:8]. (7) Given the reactants [N:1]1[CH:6]=[CH:5][C:4]([C:7]2[CH:8]=[C:9]([CH:14]=[CH:15][CH:16]=2)[C:10]([O:12]C)=[O:11])=[N:3][CH:2]=1.C[O-].[Na+], predict the reaction product. The product is: [N:1]1[CH:6]=[CH:5][C:4]([C:7]2[CH:8]=[C:9]([CH:14]=[CH:15][CH:16]=2)[C:10]([OH:12])=[O:11])=[N:3][CH:2]=1.